From a dataset of Full USPTO retrosynthesis dataset with 1.9M reactions from patents (1976-2016). Predict the reactants needed to synthesize the given product. (1) Given the product [CH:14]1([C:17]2[CH:18]=[CH:19][C:20]([CH:25]([C:4]3[CH:9]=[CH:8][C:7]([O:10][CH2:11][CH3:12])=[CH:6][CH:5]=3)[OH:26])=[N:21][C:22]=2[O:23][CH3:24])[CH2:16][CH2:15]1, predict the reactants needed to synthesize it. The reactants are: II.Br[C:4]1[CH:9]=[CH:8][C:7]([O:10][CH2:11][CH3:12])=[CH:6][CH:5]=1.[Mg].[CH:14]1([C:17]2[CH:18]=[CH:19][C:20]([CH:25]=[O:26])=[N:21][C:22]=2[O:23][CH3:24])[CH2:16][CH2:15]1. (2) Given the product [CH3:39][O:40][C:41]([C:43]1[N:44]([NH:13][C:71]([NH:70][C:62](=[O:69])[C:63]2[CH:68]=[CH:67][CH:66]=[CH:65][CH:64]=2)=[S:72])[CH:45]=[C:46]([Br:48])[CH:47]=1)=[O:42], predict the reactants needed to synthesize it. The reactants are: NCl.CC1C=CC(S([N:13](C)C)(=O)=O)=CC=1C1N2C(C=NC(NC3C=CC(N4CCN(C)CC4)=CC=3)=N2)=CC=1.[CH3:39][O:40][C:41]([C:43]1[NH:44][CH:45]=[C:46]([Br:48])[CH:47]=1)=[O:42].CC(C)([O-])C.[K+].[O-]S([O-])(=S)=O.[Na+].[Na+].[C:62]([N:70]=[C:71]=[S:72])(=[O:69])[C:63]1[CH:68]=[CH:67][CH:66]=[CH:65][CH:64]=1. (3) Given the product [CH3:21][O:20][C:18](=[O:19])[CH2:17][C:16]1[C:10]2[C:11]([CH3:13])=[CH:12][C:7]([OH:6])=[C:8]([CH3:23])[C:9]=2[S:14][CH:15]=1, predict the reactants needed to synthesize it. The reactants are: S(O)(C)(=O)=O.[OH:6][C:7]1[C:8]([CH3:23])=[C:9]([S:14][CH2:15][C:16](=O)[CH2:17][C:18]([O:20][CH3:21])=[O:19])[CH:10]=[C:11]([CH3:13])[CH:12]=1. (4) Given the product [CH3:1][CH2:2][CH2:3][CH2:4][CH2:5][C@H:6]([OH:28])[CH2:7][CH2:8][C@@H:9]1[C@H:10]2[CH2:11][C:12]3[CH:13]=[CH:14][CH:15]=[C:16]([O:23][CH2:24][C:25]([OH:27])=[O:26])[C:17]=3[CH2:18][C@H:19]2[CH2:20][C@H:21]1[OH:22].[CH2:34]([NH:33][CH2:37][CH2:38][OH:39])[CH2:35][OH:36], predict the reactants needed to synthesize it. The reactants are: [CH3:1][CH2:2][CH2:3][CH2:4][CH2:5][C@H:6]([OH:28])[CH2:7][CH2:8][C@H:9]1[C@H:21]([OH:22])[CH2:20][C@H:19]2[C@@H:10]1[CH2:11][C:12]1[C:17]([CH2:18]2)=[C:16]([O:23][CH2:24][C:25]([OH:27])=[O:26])[CH:15]=[CH:14][CH:13]=1.C(O)C.O.[NH:33]([CH2:37][CH2:38][OH:39])[CH2:34][CH2:35][OH:36].